Dataset: Forward reaction prediction with 1.9M reactions from USPTO patents (1976-2016). Task: Predict the product of the given reaction. (1) Given the reactants [Cl:1][C:2]1[CH:3]=[CH:4][C:5]2[N:11]3[C:12]([CH:15]4[CH2:17][CH2:16]4)=[N:13][N:14]=[C:10]3[C@@H:9]([CH2:18][CH2:19][C:20]3[S:21][C:22]([CH2:25][CH2:26][C:27]([O:29]C)=[O:28])=[CH:23][N:24]=3)[S:8][C@H:7]([C:31]3[CH:36]=[CH:35][CH:34]=[C:33]([O:37][CH3:38])[C:32]=3[O:39][CH3:40])[C:6]=2[CH:41]=1.O.[OH-].[Li+], predict the reaction product. The product is: [Cl:1][C:2]1[CH:3]=[CH:4][C:5]2[N:11]3[C:12]([CH:15]4[CH2:16][CH2:17]4)=[N:13][N:14]=[C:10]3[C@@H:9]([CH2:18][CH2:19][C:20]3[S:21][C:22]([CH2:25][CH2:26][C:27]([OH:29])=[O:28])=[CH:23][N:24]=3)[S:8][C@H:7]([C:31]3[CH:36]=[CH:35][CH:34]=[C:33]([O:37][CH3:38])[C:32]=3[O:39][CH3:40])[C:6]=2[CH:41]=1. (2) The product is: [Cl:2][C:3]1[CH:4]=[C:5]2[C:10](=[CH:11][CH:12]=1)[N:9]=[C:8]([N:13]1[CH2:14][CH2:15][N:16]([C:26]([C:25]3[CH:29]=[C:30]([S:33]([CH3:36])(=[O:35])=[O:34])[CH:31]=[CH:32][C:24]=3[O:23][CH2:19][CH:20]([CH3:22])[CH3:21])=[O:27])[CH2:17][CH2:18]1)[CH:7]=[CH:6]2. Given the reactants Cl.[Cl:2][C:3]1[CH:4]=[C:5]2[C:10](=[CH:11][CH:12]=1)[N:9]=[C:8]([N:13]1[CH2:18][CH2:17][NH:16][CH2:15][CH2:14]1)[CH:7]=[CH:6]2.[CH2:19]([O:23][C:24]1[CH:32]=[CH:31][C:30]([S:33]([CH3:36])(=[O:35])=[O:34])=[CH:29][C:25]=1[C:26](O)=[O:27])[CH:20]([CH3:22])[CH3:21].C(OCC)(=O)C, predict the reaction product. (3) Given the reactants [CH2:1]([C:3]1[CH:8]=[CH:7][CH:6]=[C:5]([CH2:9][CH3:10])[C:4]=1[C:11]1[N:16]=[C:15]([CH3:17])[C:14]([CH2:18][O:19][C:20]2[CH:25]=[C:24]([CH:26]([CH3:28])[CH3:27])[CH:23]=[CH:22][C:21]=2[CH3:29])=[C:13]([O:30][CH:31]([CH3:33])[CH3:32])[CH:12]=1)[CH3:2].ClC1C=C(C=CC=1)C(OO)=[O:39], predict the reaction product. The product is: [CH2:1]([C:3]1[CH:8]=[CH:7][CH:6]=[C:5]([CH2:9][CH3:10])[C:4]=1[C:11]1[N+:16]([O-:39])=[C:15]([CH3:17])[C:14]([CH2:18][O:19][C:20]2[CH:25]=[C:24]([CH:26]([CH3:27])[CH3:28])[CH:23]=[CH:22][C:21]=2[CH3:29])=[C:13]([O:30][CH:31]([CH3:33])[CH3:32])[CH:12]=1)[CH3:2].